The task is: Predict the reactants needed to synthesize the given product.. This data is from Full USPTO retrosynthesis dataset with 1.9M reactions from patents (1976-2016). (1) Given the product [CH:1]([N:4]1[C:12]2[CH:11]=[C:10]([C:13]3[CH:18]=[CH:17][N:16]=[N:15][CH:14]=3)[CH:9]=[C:8]([C:19]([OH:21])=[O:20])[C:7]=2[C:6]([CH3:23])=[CH:5]1)([CH3:3])[CH3:2], predict the reactants needed to synthesize it. The reactants are: [CH:1]([N:4]1[C:12]2[CH:11]=[C:10]([C:13]3[CH:18]=[CH:17][N:16]=[N:15][CH:14]=3)[CH:9]=[C:8]([C:19]([O:21]C)=[O:20])[C:7]=2[C:6]([CH3:23])=[CH:5]1)([CH3:3])[CH3:2].CO.[OH-].[Li+].O. (2) Given the product [Br:17][C:7]1[N:6]=[C:5]([C:8]([O:10][CH3:11])=[O:9])[C:4]([NH:12][CH:13]2[CH2:16][O:15][CH2:14]2)=[CH:3][C:2]=1[F:1], predict the reactants needed to synthesize it. The reactants are: [F:1][C:2]1[CH:3]=[C:4]([NH:12][CH:13]2[CH2:16][O:15][CH2:14]2)[C:5]([C:8]([O:10][CH3:11])=[O:9])=[N:6][CH:7]=1.[Br:17]N1C(=O)CCC1=O. (3) Given the product [F:1][C:2]1[CH:7]=[CH:6][C:5]([C:8]2[C:9]3[N:10]([N:15]=[C:16]([NH:18][C:21]4[CH:26]=[CH:25][C:24]([N:27]5[CH:31]=[C:30]([CH3:32])[N:29]=[CH:28]5)=[C:23]([O:33][CH3:34])[CH:22]=4)[N:17]=3)[CH:11]=[C:12]([CH3:14])[CH:13]=2)=[CH:4][C:3]=1[CH3:19], predict the reactants needed to synthesize it. The reactants are: [F:1][C:2]1[CH:7]=[CH:6][C:5]([C:8]2[C:9]3[N:10]([N:15]=[C:16]([NH2:18])[N:17]=3)[CH:11]=[C:12]([CH3:14])[CH:13]=2)=[CH:4][C:3]=1[CH3:19].Br[C:21]1[CH:26]=[CH:25][C:24]([N:27]2[CH:31]=[C:30]([CH3:32])[N:29]=[CH:28]2)=[C:23]([O:33][CH3:34])[CH:22]=1.C(Cl)Cl. (4) Given the product [Br:29][C:30]1[CH:31]=[C:32]2[C:36](=[CH:37][CH:38]=1)[NH:35][C:34]([C:48]([NH2:7])=[O:50])=[C:33]2[S:53]([N:61]([CH3:60])[CH2:62][CH2:63][N:64]1[CH:68]=[N:67][CH:66]=[N:65]1)(=[O:54])=[O:55], predict the reactants needed to synthesize it. The reactants are: ClC1C=C2C(=CC=1)[N:7](S(C1C=CC=CC=1)(=O)=O)C(C(OCC)=O)=C2S(Cl)(=O)=O.[Br:29][C:30]1[CH:31]=[C:32]2[C:36](=[CH:37][CH:38]=1)[N:35](S(C1C=CC=CC=1)(=O)=O)[C:34]([C:48]([O:50]CC)=O)=[C:33]2[S:53](Cl)(=[O:55])=[O:54].Cl.CN.[CH3:60][NH:61][CH2:62][CH2:63][N:64]1[CH:68]=[N:67][CH:66]=[N:65]1. (5) Given the product [C:1]([O:5][C:6]([N:8]1[CH2:13][CH2:12][N:11]([C:14]2[CH:19]=[CH:18][C:17]([NH:20][C:37]([C:35]3[O:36][C:32]([C:30]#[N:31])=[CH:33][CH:34]=3)=[O:38])=[C:16]([N:23]3[CH2:28][CH2:27][CH:26]([CH3:29])[CH2:25][CH2:24]3)[CH:15]=2)[CH2:10][CH2:9]1)=[O:7])([CH3:4])([CH3:3])[CH3:2], predict the reactants needed to synthesize it. The reactants are: [C:1]([O:5][C:6]([N:8]1[CH2:13][CH2:12][N:11]([C:14]2[CH:19]=[CH:18][C:17]([N+:20]([O-])=O)=[C:16]([N:23]3[CH2:28][CH2:27][CH:26]([CH3:29])[CH2:25][CH2:24]3)[CH:15]=2)[CH2:10][CH2:9]1)=[O:7])([CH3:4])([CH3:3])[CH3:2].[C:30]([C:32]1[O:36][C:35]([C:37](O)=[O:38])=[CH:34][CH:33]=1)#[N:31].C(Cl)(=O)C(Cl)=O.CCN(C(C)C)C(C)C. (6) The reactants are: [F:1][CH:2]([F:15])[C:3]1[CH:7]=[C:6]([CH:8]([F:10])[F:9])[N:5]([CH2:11][C:12]([OH:14])=O)[N:4]=1.C(Cl)(=O)C(Cl)=O.[Cl-].[F:23][C:24]1[CH:29]=[CH:28][CH:27]=[C:26]([CH:30]=[O:31])[C:25]=1[CH:32]1[O:36][N:35]=[C:34]([C:37]2[N:38]=[C:39]([CH:42]3[CH2:47][CH2:46][NH2+:45][CH2:44][CH2:43]3)[S:40][CH:41]=2)[CH2:33]1.C(N(CC)CC)C.C(=O)([O-])O.[Na+]. Given the product [F:15][CH:2]([F:1])[C:3]1[CH:7]=[C:6]([CH:8]([F:9])[F:10])[N:5]([CH2:11][C:12]([N:45]2[CH2:44][CH2:43][CH:42]([C:39]3[S:40][CH:41]=[C:37]([C:34]4[CH2:33][CH:32]([C:25]5[C:24]([F:23])=[CH:29][CH:28]=[CH:27][C:26]=5[CH:30]=[O:31])[O:36][N:35]=4)[N:38]=3)[CH2:47][CH2:46]2)=[O:14])[N:4]=1, predict the reactants needed to synthesize it.